This data is from Peptide-MHC class I binding affinity with 185,985 pairs from IEDB/IMGT. The task is: Regression. Given a peptide amino acid sequence and an MHC pseudo amino acid sequence, predict their binding affinity value. This is MHC class I binding data. (1) The peptide sequence is HQRSDSSL. The MHC is H-2-Kb with pseudo-sequence H-2-Kb. The binding affinity (normalized) is 0. (2) The peptide sequence is IPAHPLRML. The MHC is HLA-B51:01 with pseudo-sequence HLA-B51:01. The binding affinity (normalized) is 0.0847.